This data is from Catalyst prediction with 721,799 reactions and 888 catalyst types from USPTO. The task is: Predict which catalyst facilitates the given reaction. (1) Reactant: [CH2:1]([O:3][C:4]([C:6]1[CH:7]=[N:8][NH:9][C:10]=1[N:11]1[C:15](=[O:16])[NH:14][C:13]([CH:17]([C:31]2[CH:41]=[C:40]([O:42][CH3:43])[C:34]3[O:35][CH2:36][CH2:37][CH2:38][O:39][C:33]=3[C:32]=2[F:44])[NH:18][C:19]2[CH:24]=[CH:23][C:22]([C:25]3[N:29]=C(C)O[N:26]=3)=[CH:21][CH:20]=2)=[N:12]1)=[O:5])[CH3:2].FC1C=C(OC)C(OC)=CC=1C(NC1C=CC(C2N=C(C)ON=2)=CC=1)C1NC(=O)N(C2C=CC=CC=2C(O)=O)N=1.FC(F)(F)C(O)=O. Product: [C:4]([OH:5])(=[O:3])[CH3:6].[CH2:1]([O:3][C:4]([C:6]1[CH:7]=[N:8][NH:9][C:10]=1[N:11]1[C:15](=[O:16])[NH:14][C:13]([CH:17]([NH:18][C:19]2[CH:20]=[CH:21][C:22]([C:25](=[NH:26])[NH2:29])=[CH:23][CH:24]=2)[C:31]2[CH:41]=[C:40]([O:42][CH3:43])[C:34]3[O:35][CH2:36][CH2:37][CH2:38][O:39][C:33]=3[C:32]=2[F:44])=[N:12]1)=[O:5])[CH3:2]. The catalyst class is: 15. (2) Reactant: [C:1]([C:4]1([C:8]([O:10][CH2:11][CH3:12])=[O:9])CCC1)(=[O:3])[CH3:2].II.Br[CH2:16][C:17]([O:19][CH2:20][CH3:21])=[O:18].Cl.O1C[CH2:26][CH2:25][CH2:24]1. Product: [CH2:20]([O:19][C:17]([C:16]1([CH:4]([CH:1]([OH:3])[CH3:2])[C:8]([O:10][CH2:11][CH3:12])=[O:9])[CH2:26][CH2:25][CH2:24]1)=[O:18])[CH3:21]. The catalyst class is: 401. (3) Reactant: [Si]([O:8][CH2:9][C@H:10]1[O:19][CH:14]([O:15][CH2:16][CH:17]=[CH2:18])[C@H:13]([O:20][CH2:21][C:22]2[CH:27]=[CH:26][CH:25]=[CH:24][CH:23]=2)[C@@H:12]([O:28][CH2:29][C:30]2[CH:35]=[CH:34][CH:33]=[CH:32][CH:31]=2)[C@@H:11]1[O:36][C@@H:37]1[O:66][C@H:65]([CH2:67][O:68][Si](C(C)(C)C)(C)C)[C@@H:56]([O:57][CH2:58][C:59]2[CH:64]=[CH:63][CH:62]=[CH:61][CH:60]=2)[C@H:47]([O:48][CH2:49][C:50]2[CH:55]=[CH:54][CH:53]=[CH:52][CH:51]=2)[C@H:38]1[O:39][CH2:40][C:41]1[CH:46]=[CH:45][CH:44]=[CH:43][CH:42]=1)(C(C)(C)C)(C)C.[F-].C([N+](CCCC)(CCCC)CCCC)CCC. Product: [CH2:21]([O:20][C@@H:13]1[C@@H:12]([O:28][CH2:29][C:30]2[CH:35]=[CH:34][CH:33]=[CH:32][CH:31]=2)[C@H:11]([O:36][C@@H:37]2[O:66][C@H:65]([CH2:67][OH:68])[C@@H:56]([O:57][CH2:58][C:59]3[CH:64]=[CH:63][CH:62]=[CH:61][CH:60]=3)[C@H:47]([O:48][CH2:49][C:50]3[CH:51]=[CH:52][CH:53]=[CH:54][CH:55]=3)[C@H:38]2[O:39][CH2:40][C:41]2[CH:46]=[CH:45][CH:44]=[CH:43][CH:42]=2)[C@@H:10]([CH2:9][OH:8])[O:19][CH:14]1[O:15][CH2:16][CH:17]=[CH2:18])[C:22]1[CH:23]=[CH:24][CH:25]=[CH:26][CH:27]=1. The catalyst class is: 7.